Dataset: Catalyst prediction with 721,799 reactions and 888 catalyst types from USPTO. Task: Predict which catalyst facilitates the given reaction. (1) Reactant: C([O:8][C:9]1[N:10]=[N:11][C:12]([C:23]#[C:24][C:25]2[CH2:30][CH2:29][CH:28]([O:31][CH3:32])[CH2:27][CH:26]=2)=[CH:13][C:14]=1[O:15]CC1C=CC=CC=1)C1C=CC=CC=1. Product: [OH:15][C:14]1[C:9](=[O:8])[NH:10][N:11]=[C:12]([CH2:23][CH2:24][CH:25]2[CH2:30][CH2:29][CH:28]([O:31][CH3:32])[CH2:27][CH2:26]2)[CH:13]=1. The catalyst class is: 5. (2) Reactant: [NH2:1][C:2]1[CH:3]=[C:4]([CH:17]=[CH:18][CH:19]=1)[O:5][C:6]1[CH:13]=[CH:12][C:11]([N+:14]([O-:16])=[O:15])=[CH:10][C:7]=1[C:8]#[N:9].[F:20][C:21]([F:32])([F:31])[C:22](O[C:22](=[O:23])[C:21]([F:32])([F:31])[F:20])=[O:23]. Product: [C:8]([C:7]1[CH:10]=[C:11]([N+:14]([O-:16])=[O:15])[CH:12]=[CH:13][C:6]=1[O:5][C:4]1[CH:3]=[C:2]([NH:1][C:22](=[O:23])[C:21]([F:32])([F:31])[F:20])[CH:19]=[CH:18][CH:17]=1)#[N:9]. The catalyst class is: 54. (3) Reactant: [CH:1]1([CH2:8][NH2:9])[CH2:7][CH2:6][CH2:5][CH2:4][CH2:3][CH2:2]1.[CH3:10][O:11][C:12]1[CH:17]=[CH:16][CH:15]=[CH:14][C:13]=1[S:18](Cl)(=[O:20])=[O:19].C(N(C(C)C)CC)(C)C. Product: [CH:1]1([CH2:8][NH:9][S:18]([C:13]2[CH:14]=[CH:15][CH:16]=[CH:17][C:12]=2[O:11][CH3:10])(=[O:20])=[O:19])[CH2:7][CH2:6][CH2:5][CH2:4][CH2:3][CH2:2]1. The catalyst class is: 4. (4) Reactant: [Cl:1][C:2]1[CH:7]=[C:6]2[NH:8][C:9](=[O:39])[C:10]3([CH:15]([C:16]4[CH:21]=[C:20]([Cl:22])[CH:19]=[CH:18][C:17]=4[O:23][C:24]([C:27](O)=[O:28])([CH3:26])[CH3:25])[CH2:14][C:13](=[O:30])[NH:12][CH:11]3[C:31]3[CH:36]=[C:35]([F:37])[CH:34]=[CH:33][C:32]=3[CH3:38])[C:5]2=[CH:4][CH:3]=1.C1N=CN(C(N2C=NC=C2)=O)C=1.[CH3:52][O:53][CH2:54][CH2:55][S:56]([NH2:59])(=[O:58])=[O:57].[H-].[Na+].Cl. Product: [Cl:1][C:2]1[CH:7]=[C:6]2[NH:8][C:9](=[O:39])[C:10]3([CH:15]([C:16]4[CH:21]=[C:20]([Cl:22])[CH:19]=[CH:18][C:17]=4[O:23][C:24]([CH3:25])([CH3:26])[C:27]([NH:59][S:56]([CH2:55][CH2:54][O:53][CH3:52])(=[O:58])=[O:57])=[O:28])[CH2:14][C:13](=[O:30])[NH:12][CH:11]3[C:31]3[CH:36]=[C:35]([F:37])[CH:34]=[CH:33][C:32]=3[CH3:38])[C:5]2=[CH:4][CH:3]=1. The catalyst class is: 18.